This data is from Forward reaction prediction with 1.9M reactions from USPTO patents (1976-2016). The task is: Predict the product of the given reaction. (1) The product is: [CH2:1]([S:8][C:9]1[C:10]([Cl:17])=[C:11]([N:18]2[CH2:23][CH2:22][CH2:21][CH2:20][C:19]2=[O:24])[CH:12]=[C:13]([F:15])[CH:14]=1)[C:2]1[CH:7]=[CH:6][CH:5]=[CH:4][CH:3]=1. Given the reactants [CH2:1]([S:8][C:9]1[CH:14]=[C:13]([F:15])[CH:12]=[C:11](Br)[C:10]=1[Cl:17])[C:2]1[CH:7]=[CH:6][CH:5]=[CH:4][CH:3]=1.[NH:18]1[CH2:23][CH2:22][CH2:21][CH2:20][C:19]1=[O:24], predict the reaction product. (2) Given the reactants [N+](=[CH:3][C:4]([O:6][CH2:7][CH3:8])=[O:5])=[N-].[CH2:9]([O:16][CH2:17][CH:18]=[CH2:19])[C:10]1[CH:15]=[CH:14][CH:13]=[CH:12][CH:11]=1, predict the reaction product. The product is: [CH2:9]([O:16][CH2:17][CH:18]1[CH2:19][CH:3]1[C:4]([O:6][CH2:7][CH3:8])=[O:5])[C:10]1[CH:15]=[CH:14][CH:13]=[CH:12][CH:11]=1. (3) The product is: [CH:1]1([N:5]2[CH2:11][CH2:10][C:9]3[S:12][C:13]([CH:15]4[CH2:19][CH2:18][N:17]([C:21]5[CH:22]=[C:23]([C:27]#[N:28])[CH:24]=[N:25][CH:26]=5)[CH2:16]4)=[N:14][C:8]=3[CH2:7][CH2:6]2)[CH2:2][CH2:3][CH2:4]1. Given the reactants [CH:1]1([N:5]2[CH2:11][CH2:10][C:9]3[S:12][C:13]([CH:15]4[CH2:19][CH2:18][NH:17][CH2:16]4)=[N:14][C:8]=3[CH2:7][CH2:6]2)[CH2:4][CH2:3][CH2:2]1.Br[C:21]1[CH:22]=[C:23]([C:27]#[N:28])[CH:24]=[N:25][CH:26]=1, predict the reaction product. (4) Given the reactants [CH3:1][O:2][C:3]1[CH:8]=[C:7]([CH3:9])[C:6]([S:10]([N:13]([CH3:28])[CH2:14][C:15]2[O:16][C:17]([C:20]([N:22]3[CH2:27][CH2:26][NH:25][CH2:24][CH2:23]3)=[O:21])=[N:18][N:19]=2)(=[O:12])=[O:11])=[C:5]([CH3:29])[CH:4]=1.[CH:30]([CH:32]1[CH2:37][CH2:36][N:35]([C:38]([O:40][C:41]([CH3:44])([CH3:43])[CH3:42])=[O:39])[CH2:34][CH2:33]1)=O.C(Cl)Cl.C(OC(=O)C)(=O)C, predict the reaction product. The product is: [CH3:1][O:2][C:3]1[CH:8]=[C:7]([CH3:9])[C:6]([S:10]([N:13]([CH2:14][C:15]2[O:16][C:17]([C:20]([N:22]3[CH2:23][CH2:24][N:25]([CH2:30][CH:32]4[CH2:37][CH2:36][N:35]([C:38]([O:40][C:41]([CH3:42])([CH3:44])[CH3:43])=[O:39])[CH2:34][CH2:33]4)[CH2:26][CH2:27]3)=[O:21])=[N:18][N:19]=2)[CH3:28])(=[O:11])=[O:12])=[C:5]([CH3:29])[CH:4]=1. (5) Given the reactants [OH:1]/[N:2]=[C:3](/[C@@H:5]1[C@:21]2([CH3:22])[C@H:8]([C@H:9]3[C@H:18]([CH2:19][CH2:20]2)[C@:17]2([CH3:23])[C:12](=[CH:13][C:14](=[O:24])[CH2:15][CH2:16]2)[CH2:11][CH2:10]3)[CH2:7][CH2:6]1)\[CH3:4].[Br:25][CH2:26][CH2:27]Br.[OH-].[Na+], predict the reaction product. The product is: [Br:25][CH2:26][CH2:27][O:1]/[N:2]=[C:3](/[C@@H:5]1[C@:21]2([CH3:22])[C@H:8]([C@H:9]3[C@H:18]([CH2:19][CH2:20]2)[C@:17]2([CH3:23])[C:12](=[CH:13][C:14](=[O:24])[CH2:15][CH2:16]2)[CH2:11][CH2:10]3)[CH2:7][CH2:6]1)\[CH3:4]. (6) The product is: [Br:1][C:2]1[CH:3]=[CH:4][C:5]2[CH:9]=[C:8]([CH:10]=[O:12])[S:7][C:6]=2[CH:11]=1. Given the reactants [Br:1][C:2]1[CH:3]=[CH:4][C:5]2[CH:9]=[C:8]([CH3:10])[S:7][C:6]=2[CH:11]=1.[OH:12]C(CO)CN1CC2C(=CC=C(C3SC(C=O)=CC=3)C=2)C1=O, predict the reaction product. (7) Given the reactants [H-].[Na+].[CH3:3][C@:4]([OH:10])([CH2:7][CH2:8][CH3:9])[CH2:5][OH:6].[CH2:11](Br)[C:12]1[CH:17]=[CH:16][CH:15]=[CH:14][CH:13]=1.[CH3:19]I, predict the reaction product. The product is: [CH3:19][O:10][C@@:4]([CH3:3])([CH2:7][CH2:8][CH3:9])[CH2:5][O:6][CH2:11][C:12]1[CH:17]=[CH:16][CH:15]=[CH:14][CH:13]=1. (8) Given the reactants Br[C:2]1[S:3][C:4]2[C:10]([C:11]3[CH:16]=[CH:15][C:14]([Cl:17])=[CH:13][CH:12]=3)=[C:9]([C@H:18]([O:24][C:25]([CH3:28])([CH3:27])[CH3:26])[C:19]([O:21][CH2:22][CH3:23])=[O:20])[C:8]([CH3:29])=[CH:7][C:5]=2[N:6]=1.[NH:30]1[C:34]2[CH:35]=[C:36](B(O)O)[CH:37]=[CH:38][C:33]=2[N:32]=[CH:31]1.C([O-])([O-])=O.[K+].[K+], predict the reaction product. The product is: [NH:30]1[C:34]2[CH:35]=[C:36]([C:2]3[S:3][C:4]4[C:10]([C:11]5[CH:16]=[CH:15][C:14]([Cl:17])=[CH:13][CH:12]=5)=[C:9]([C@H:18]([O:24][C:25]([CH3:28])([CH3:27])[CH3:26])[C:19]([O:21][CH2:22][CH3:23])=[O:20])[C:8]([CH3:29])=[CH:7][C:5]=4[N:6]=3)[CH:37]=[CH:38][C:33]=2[N:32]=[CH:31]1.